Task: Predict which catalyst facilitates the given reaction.. Dataset: Catalyst prediction with 721,799 reactions and 888 catalyst types from USPTO (1) Product: [NH2:1][C:2](=[O:38])[C:3](=[O:37])[CH:4]([NH:12][C:13](=[O:36])[C:14]1[CH:19]=[CH:18][CH:17]=[N:16][C:15]=1[N:20]1[CH:35]=[C:23]2[N:24]([CH2:28][C:29]3[CH:30]=[CH:31][CH:32]=[CH:33][CH:34]=3)[CH2:25][CH2:26][CH2:27][C:22]2=[N:21]1)[CH2:5][C:6]1[CH:11]=[CH:10][CH:9]=[CH:8][CH:7]=1. Reactant: [NH2:1][C:2](=[O:38])[CH:3]([OH:37])[CH:4]([NH:12][C:13](=[O:36])[C:14]1[CH:19]=[CH:18][CH:17]=[N:16][C:15]=1[N:20]1[CH:35]=[C:23]2[N:24]([CH2:28][C:29]3[CH:34]=[CH:33][CH:32]=[CH:31][CH:30]=3)[CH2:25][CH2:26][CH2:27][C:22]2=[N:21]1)[CH2:5][C:6]1[CH:11]=[CH:10][CH:9]=[CH:8][CH:7]=1. The catalyst class is: 98. (2) Reactant: [O:1]1[CH2:6][CH2:5][CH:4]([N:7]2[CH:11]=[C:10](B(O)O)[CH:9]=[N:8]2)[CH2:3][CH2:2]1.[OH-:15].[Na+].OO.Cl. Product: [O:1]1[CH2:6][CH2:5][CH:4]([N:7]2[CH:11]=[C:10]([OH:15])[CH:9]=[N:8]2)[CH2:3][CH2:2]1. The catalyst class is: 1. (3) Reactant: C(O[C:6](=O)[NH:7][CH2:8][CH2:9][N:10]([CH:18]([C:22]1[N:31]([CH2:32][C:33]2[CH:38]=[CH:37][CH:36]=[CH:35][CH:34]=2)[C:30](=[O:39])[C:29]2[C:24](=[CH:25][C:26]([Cl:40])=[CH:27][CH:28]=2)[N:23]=1)[CH:19]([CH3:21])[CH3:20])[C:11](=[O:17])[C:12]([CH3:16])([CH3:15])CCl)(C)(C)C.C(OC(=O)NCCNC(C1N(CC2C=CC=CC=2)C(=O)C2C(=CC(Cl)=CC=2)N=1)C(C)C)(C)(C)C.ClCC(C)(C)C(Cl)=O.CCN(CC)CC. Product: [CH2:32]([N:31]1[C:30](=[O:39])[C:29]2[C:24](=[CH:25][C:26]([Cl:40])=[CH:27][CH:28]=2)[N:23]=[C:22]1[CH:18]([N:10]1[C:11](=[O:17])[C:12]([CH3:16])([CH3:15])[CH2:6][NH:7][CH2:8][CH2:9]1)[CH:19]([CH3:20])[CH3:21])[C:33]1[CH:34]=[CH:35][CH:36]=[CH:37][CH:38]=1. The catalyst class is: 2. (4) Reactant: C([O:5][C:6](=[O:27])[CH2:7][O:8][C:9]1[C:18]([NH:19][S:20]([C:23]([F:26])([F:25])[F:24])(=[O:22])=[O:21])=[CH:17][C:16]2[C:11](=[CH:12][CH:13]=[CH:14][CH:15]=2)[CH:10]=1)(C)(C)C.C1(OC)C=CC=CC=1.O.FC(F)(F)C(O)=O. Product: [F:25][C:23]([F:24])([F:26])[S:20]([NH:19][C:18]1[C:9]([O:8][CH2:7][C:6]([OH:27])=[O:5])=[CH:10][C:11]2[C:16]([CH:17]=1)=[CH:15][CH:14]=[CH:13][CH:12]=2)(=[O:21])=[O:22]. The catalyst class is: 2. (5) Reactant: Cl[C:2]1[C:3]2[N:4]([N:16]=[CH:17][N:18]=2)[CH:5]=[C:6]([C:8]2[CH:13]=[CH:12][C:11]([F:14])=[CH:10][C:9]=2[F:15])[N:7]=1.Cl.Cl.NC[CH2:23][CH2:24][NH:25][C:26]1[N:31]=[C:30]([NH2:32])[C:29]([N+:33]([O-:35])=[O:34])=[CH:28][CH:27]=1.C([N:39](CC)C(C)C)(C)C. The catalyst class is: 16. Product: [F:15][C:9]1[CH:10]=[C:11]([F:14])[CH:12]=[CH:13][C:8]=1[C:6]1[N:7]=[C:2]([NH:39][CH2:23][CH2:24][NH:25][C:26]2[N:31]=[C:30]([NH2:32])[C:29]([N+:33]([O-:35])=[O:34])=[CH:28][CH:27]=2)[C:3]2[N:4]([N:16]=[CH:17][N:18]=2)[CH:5]=1. (6) Reactant: [Br:1][C:2]1[CH:7]=[CH:6][C:5]([CH2:8]Br)=[CH:4][CH:3]=1.[CH3:10][C@H:11]1[CH2:16][CH2:15][CH2:14][C@@H:13]([CH3:17])[NH:12]1.C(=O)([O-])[O-].[K+].[K+]. Product: [Br:1][C:2]1[CH:7]=[CH:6][C:5]([CH2:8][N:12]2[C@H:13]([CH3:17])[CH2:14][CH2:15][CH2:16][C@@H:11]2[CH3:10])=[CH:4][CH:3]=1. The catalyst class is: 10. (7) Reactant: [C:1]([NH:11][C@H:12]([C:16]([OH:18])=O)[CH:13]([CH3:15])[CH3:14])([O:3][CH2:4][C:5]1[CH:10]=[CH:9][CH:8]=[CH:7][CH:6]=1)=[O:2].OC1C2N=NNC=2C=CC=1.N=C=N.C(N(CC)CC)C.Cl.[CH2:40]([O:47][P:48]([CH2:57][C@H:58]([OH:61])[CH2:59][NH2:60])([CH2:50][CH:51]1[CH2:56][CH2:55][CH2:54][CH2:53][CH2:52]1)=[O:49])[C:41]1[CH:46]=[CH:45][CH:44]=[CH:43][CH:42]=1. Product: [CH2:40]([O:47][P:48]([CH2:57][C@H:58]([OH:61])[CH2:59][NH:60][C:16](=[O:18])[C@@H:12]([NH:11][C:1]([O:3][CH2:4][C:5]1[CH:6]=[CH:7][CH:8]=[CH:9][CH:10]=1)=[O:2])[CH:13]([CH3:14])[CH3:15])([CH2:50][CH:51]1[CH2:56][CH2:55][CH2:54][CH2:53][CH2:52]1)=[O:49])[C:41]1[CH:42]=[CH:43][CH:44]=[CH:45][CH:46]=1. The catalyst class is: 2.